This data is from Reaction yield outcomes from USPTO patents with 853,638 reactions. The task is: Predict the reaction yield, written as a fraction of the theoretical maximum amount of product (1.0 means a 100% yield; for example, 0.34 means a 34% yield). The reactants are [Br:1][C:2]1[CH:3]=[CH:4][C:5]([O:19][CH3:20])=[C:6]([C:8]([CH3:18])([CH3:17])[CH2:9][C:10]2([C:13]([F:16])([F:15])[F:14])[CH2:12][O:11]2)[CH:7]=1.[OH:21][C:22]1[C:31]2[C:26](=[CH:27][CH:28]=[CH:29][CH:30]=2)[N:25]=[CH:24][CH:23]=1.[O-]CC.[Na+]. The catalyst is C(O)C. The product is [Br:1][C:2]1[CH:3]=[CH:4][C:5]([O:19][CH3:20])=[C:6]([C:8]([CH3:18])([CH3:17])[CH2:9][C:10]([OH:11])([C:13]([F:16])([F:15])[F:14])[CH2:12][N:25]2[C:26]3[C:31](=[CH:30][CH:29]=[CH:28][CH:27]=3)[C:22](=[O:21])[CH:23]=[CH:24]2)[CH:7]=1. The yield is 0.730.